This data is from Cav3 T-type calcium channel HTS with 100,875 compounds. The task is: Binary Classification. Given a drug SMILES string, predict its activity (active/inactive) in a high-throughput screening assay against a specified biological target. The molecule is Brc1cc(C(OCC(=O)NC2CC2)=O)cnc1. The result is 0 (inactive).